The task is: Regression. Given a peptide amino acid sequence and an MHC pseudo amino acid sequence, predict their binding affinity value. This is MHC class II binding data.. This data is from Peptide-MHC class II binding affinity with 134,281 pairs from IEDB. (1) The peptide sequence is AVPLRLLGGLHRMVL. The MHC is DRB1_1101 with pseudo-sequence DRB1_1101. The binding affinity (normalized) is 0.791. (2) The peptide sequence is ASTGGAYESYKFIPA. The MHC is HLA-DQA10501-DQB10201 with pseudo-sequence HLA-DQA10501-DQB10201. The binding affinity (normalized) is 0.239. (3) The peptide sequence is KQENWNTDIKTLKFD. The MHC is HLA-DQA10102-DQB10501 with pseudo-sequence HLA-DQA10102-DQB10501. The binding affinity (normalized) is 0.405. (4) The peptide sequence is KKPLRPRWCDERVSS. The MHC is DRB3_0301 with pseudo-sequence DRB3_0301. The binding affinity (normalized) is 0. (5) The peptide sequence is LSKNQILNSMFQKTI. The MHC is DRB1_0101 with pseudo-sequence DRB1_0101. The binding affinity (normalized) is 0.449. (6) The peptide sequence is QPFPKTVWEQILNTW. The MHC is DRB1_1501 with pseudo-sequence DRB1_1501. The binding affinity (normalized) is 0.339. (7) The MHC is HLA-DQA10501-DQB10301 with pseudo-sequence HLA-DQA10501-DQB10301. The peptide sequence is DALTLRTATNIWIDH. The binding affinity (normalized) is 0.210. (8) The peptide sequence is FVNPVEAFQFYFELL. The MHC is HLA-DPA10301-DPB10402 with pseudo-sequence HLA-DPA10301-DPB10402. The binding affinity (normalized) is 0.450.